This data is from Catalyst prediction with 721,799 reactions and 888 catalyst types from USPTO. The task is: Predict which catalyst facilitates the given reaction. (1) Reactant: I(O)(=O)(=O)=O.[I:6]I.S(=O)(=O)(O)O.[Cl:13][C:14]1[C:19]([F:20])=[CH:18][CH:17]=[C:16]([Cl:21])[C:15]=1[C@H:22]([O:24][C:25]1[C:26]([NH2:31])=[N:27][CH:28]=[CH:29][CH:30]=1)[CH3:23]. Product: [I:6][C:29]1[CH:30]=[C:25]([O:24][C@@H:22]([C:15]2[C:16]([Cl:21])=[CH:17][CH:18]=[C:19]([F:20])[C:14]=2[Cl:13])[CH3:23])[C:26]([NH2:31])=[N:27][CH:28]=1. The catalyst class is: 86. (2) Reactant: C(OC([NH:8][C@@H:9]1[C@@H:13]([NH:14][CH2:15][C:16]([O:18][CH2:19][CH3:20])=[O:17])[CH2:12][N:11]([C:21]([O:23][CH2:24][C:25]2[CH:30]=[CH:29][CH:28]=[CH:27][CH:26]=2)=[O:22])[CH2:10]1)=O)(C)(C)C.[ClH:31]. Product: [ClH:31].[NH2:8][C@@H:9]1[C@@H:13]([NH:14][CH2:15][C:16]([O:18][CH2:19][CH3:20])=[O:17])[CH2:12][N:11]([C:21]([O:23][CH2:24][C:25]2[CH:30]=[CH:29][CH:28]=[CH:27][CH:26]=2)=[O:22])[CH2:10]1. The catalyst class is: 12. (3) Reactant: [CH3:1][O:2][CH2:3][CH2:4][O:5][C:6]1[C:19]2[C:10](=[C:11]3[C:16](=[CH:17][CH:18]=2)[CH:15]=[CH:14][CH:13]=[N:12]3)[N:9]=[C:8]([CH3:20])[CH:7]=1.[O:21]1CCOCC1. Product: [CH3:1][O:2][CH2:3][CH2:4][O:5][C:6]1[C:19]2[C:10](=[C:11]3[C:16](=[CH:17][CH:18]=2)[CH:15]=[CH:14][CH:13]=[N:12]3)[N:9]=[C:8]([CH:20]=[O:21])[CH:7]=1. The catalyst class is: 6. (4) Reactant: Br[C:2]1[C:11]2[C:6](=[CH:7][CH:8]=[C:9]([C:12]#[N:13])[CH:10]=2)[CH:5]=[CH:4][C:3]=1[N:14]([CH2:22][CH:23]=[CH:24][Cl:25])[C:15](=[O:21])[O:16][C:17]([CH3:20])([CH3:19])[CH3:18].CCCC[SnH](CCCC)CCCC.CC(N=NC(C#N)(C)C)(C#N)C. Product: [Cl:25][CH2:24][CH:23]1[C:2]2[C:11]3[CH:10]=[C:9]([C:12]#[N:13])[CH:8]=[CH:7][C:6]=3[CH:5]=[CH:4][C:3]=2[N:14]([C:15]([O:16][C:17]([CH3:20])([CH3:19])[CH3:18])=[O:21])[CH2:22]1. The catalyst class is: 48.